Dataset: Reaction yield outcomes from USPTO patents with 853,638 reactions. Task: Predict the reaction yield, written as a fraction of the theoretical maximum amount of product (1.0 means a 100% yield; for example, 0.34 means a 34% yield). (1) The reactants are [CH3:1][C@H:2]1[CH2:7][CH2:6][CH2:5][CH2:4][N:3]1[C:8]1[N:12]2[CH:13]=[C:14]([O:17][C@H:18]3[C:27]4[C:22](=[CH:23][CH:24]=[CH:25][CH:26]=4)[C@@H:21]([NH2:28])[CH2:20][CH2:19]3)[CH:15]=[CH:16][C:11]2=[N:10][N:9]=1.ClC(Cl)(Cl)C[O:32][C:33](=O)[NH:34][C:35]1[N:36]([C:44]2[CH:49]=[CH:48][CH:47]=[C:46]([CH2:50][OH:51])[CH:45]=2)[N:37]=[C:38]([C:40]([CH3:43])([CH3:42])[CH3:41])[CH:39]=1.CCN(C(C)C)C(C)C. The catalyst is O1CCOCC1. The product is [C:40]([C:38]1[CH:39]=[C:35]([NH:34][C:33]([NH:28][C@@H:21]2[C:22]3[C:27](=[CH:26][CH:25]=[CH:24][CH:23]=3)[C@H:18]([O:17][C:14]3[CH:15]=[CH:16][C:11]4[N:12]([C:8]([N:3]5[CH2:4][CH2:5][CH2:6][CH2:7][C@@H:2]5[CH3:1])=[N:9][N:10]=4)[CH:13]=3)[CH2:19][CH2:20]2)=[O:32])[N:36]([C:44]2[CH:49]=[CH:48][CH:47]=[C:46]([CH2:50][OH:51])[CH:45]=2)[N:37]=1)([CH3:43])([CH3:41])[CH3:42]. The yield is 0.660. (2) The reactants are [C:1]([O:5][C:6]([NH:8][C@H:9]([CH:13]1[CH2:15][CH2:14]1)[C:10]([OH:12])=O)=[O:7])([CH3:4])([CH3:3])[CH3:2].F[B-](F)(F)F.N1(OC(N(C)C)=[N+](C)C)C2C=CC=CC=2N=N1.Cl.[C:39]([CH:41]1[CH2:44][NH:43][CH2:42]1)#[N:40].C(N(CC)C(C)C)(C)C.Cl. The catalyst is ClCCl.O. The product is [C:1]([O:5][C:6](=[O:7])[NH:8][C@H:9]([CH:13]1[CH2:15][CH2:14]1)[C:10]([N:43]1[CH2:44][CH:41]([C:39]#[N:40])[CH2:42]1)=[O:12])([CH3:2])([CH3:3])[CH3:4]. The yield is 0.830. (3) The reactants are ClC1C=CC2SC=C(CN3CCN(C4SC(C(O)=O)=C(C)N=4)C3=O)C=2C=1.[F:27][C:28]1[CH:49]=[CH:48][C:31]([CH2:32][N:33]2[CH2:37][CH2:36][N:35]([C:38]3[S:39][C:40]([C:44](O)=[O:45])=[C:41]([CH3:43])[N:42]=3)[C:34]2=[O:47])=[CH:30][CH:29]=1.[CH3:50][C:51]1[N:52]=[CH:53][C:54]([CH2:57][NH2:58])=[N:55][CH:56]=1. No catalyst specified. The product is [F:27][C:28]1[CH:29]=[CH:30][C:31]([CH2:32][N:33]2[CH2:37][CH2:36][N:35]([C:38]3[S:39][C:40]([C:44]([NH:58][CH2:57][C:54]4[CH:53]=[N:52][C:51]([CH3:50])=[CH:56][N:55]=4)=[O:45])=[C:41]([CH3:43])[N:42]=3)[C:34]2=[O:47])=[CH:48][CH:49]=1. The yield is 0.380. (4) The reactants are [C:1]([C:3]1[CH:8]=[CH:7][C:6](Br)=[CH:5][C:4]=1[F:10])#[N:2].[NH:11]1[C:19]2[C:14](=[CH:15][CH:16]=[CH:17][CH:18]=2)[C:13]2([CH:23](B(O)O)[CH2:22][CH2:21][CH2:20]2)[C:12]1=[O:27].C(=O)([O-])[O-].[Na+].[Na+].[OH-].[Na+]. The catalyst is COCCOC.O.C1C=CC([P]([Pd]([P](C2C=CC=CC=2)(C2C=CC=CC=2)C2C=CC=CC=2)([P](C2C=CC=CC=2)(C2C=CC=CC=2)C2C=CC=CC=2)[P](C2C=CC=CC=2)(C2C=CC=CC=2)C2C=CC=CC=2)(C2C=CC=CC=2)C2C=CC=CC=2)=CC=1. The product is [C:1]([C:3]1[CH:8]=[CH:7][C:6]([C:16]2[CH:15]=[C:14]3[C:19](=[CH:18][CH:17]=2)[NH:11][C:12](=[O:27])[C:13]23[CH2:23][CH2:22][CH2:21][CH2:20]2)=[CH:5][C:4]=1[F:10])#[N:2]. The yield is 0.360. (5) The reactants are [Cl:1][CH2:2][CH2:3][CH2:4][CH2:5][CH2:6][CH2:7][CH2:8][CH2:9][CH2:10][CH2:11][CH2:12][CH2:13][CH2:14][CH2:15][CH2:16][CH3:17].[CH3:18][N:19]1[CH:23]=[CH:22][N:21]=[C:20]1[CH3:24]. The catalyst is CC#N. The product is [Cl-:1].[CH3:18][N+:19]1[CH:23]=[CH:22][N:21]([CH2:2][CH2:3][CH2:4][CH2:5][CH2:6][CH2:7][CH2:8][CH2:9][CH2:10][CH2:11][CH2:12][CH2:13][CH2:14][CH2:15][CH2:16][CH3:17])[C:20]=1[CH3:24]. The yield is 0.620. (6) The product is [F:29][C:21]1[CH:22]=[C:23]([N+:26]([O-:28])=[O:27])[CH:24]=[CH:25][C:20]=1[O:19][C:16]1[CH:15]=[CH:14][N:13]=[C:12]2[CH:11]=[C:10]([C:7]3[N:8]([CH3:9])[C:4]([CH:3]=[O:2])=[CH:5][N:6]=3)[S:18][C:17]=12. The reactants are C[O:2][CH:3](OC)[C:4]1[N:8]([CH3:9])[C:7]([C:10]2[S:18][C:17]3[C:12](=[N:13][CH:14]=[CH:15][C:16]=3[O:19][C:20]3[CH:25]=[CH:24][C:23]([N+:26]([O-:28])=[O:27])=[CH:22][C:21]=3[F:29])[CH:11]=2)=[N:6][CH:5]=1.Cl. The yield is 0.810. The catalyst is CC(C)=O.O. (7) The reactants are Br[C:2]1[C:7](=[O:8])[CH:6]=[CH:5][N:4]([C:9]2[CH:14]=[CH:13][CH:12]=[C:11]([C:15]([F:18])([F:17])[F:16])[CH:10]=2)[N:3]=1.[CH3:19][Si:20]([C:23]#[CH:24])([CH3:22])[CH3:21].CCN(CC)CC. The catalyst is C1COCC1.[Cl-].[Na+].O.[Cu]I.Cl[Pd](Cl)([P](C1C=CC=CC=1)(C1C=CC=CC=1)C1C=CC=CC=1)[P](C1C=CC=CC=1)(C1C=CC=CC=1)C1C=CC=CC=1.C1C=CC(P(C2C=CC=CC=2)C2C=CC=CC=2)=CC=1. The product is [F:16][C:15]([F:18])([F:17])[C:11]1[CH:10]=[C:9]([N:4]2[CH:5]=[CH:6][C:7](=[O:8])[C:2]([C:24]#[C:23][Si:20]([CH3:22])([CH3:21])[CH3:19])=[N:3]2)[CH:14]=[CH:13][CH:12]=1. The yield is 0.280. (8) The reactants are [N:1]1[C:10]2[C:5](=[CH:6][C:7]([CH2:11][N:12]3[C:16]4=[N:17][C:18]([C:21]5[CH:42]=[CH:41][C:24]([C:25]([NH:27][CH:28]6[CH2:33][CH2:32][N:31](C(OC(C)(C)C)=O)[CH2:30][CH2:29]6)=[O:26])=[CH:23][CH:22]=5)=[CH:19][CH:20]=[C:15]4[N:14]=[N:13]3)=[CH:8][CH:9]=2)[CH:4]=[CH:3][CH:2]=1.[ClH:43]. The catalyst is C1COCC1.CCOCC. The product is [ClH:43].[NH:31]1[CH2:32][CH2:33][CH:28]([NH:27][C:25](=[O:26])[C:24]2[CH:41]=[CH:42][C:21]([C:18]3[N:17]=[C:16]4[N:12]([CH2:11][C:7]5[CH:6]=[C:5]6[C:10](=[CH:9][CH:8]=5)[N:1]=[CH:2][CH:3]=[CH:4]6)[N:13]=[N:14][C:15]4=[CH:20][CH:19]=3)=[CH:22][CH:23]=2)[CH2:29][CH2:30]1. The yield is 0.950. (9) The reactants are C(O)(C(F)(F)F)=O.[NH2:8][C:9](=[O:48])[CH2:10][C:11]1[CH:47]=[CH:46][CH:45]=[CH:44][C:12]=1[CH2:13][CH2:14][C:15]1[C:20]([C:21]([F:24])([F:23])[F:22])=[CH:19][N:18]=[C:17]([NH:25][C:26]2[CH:27]=[N:28][N:29]([CH:31]3[CH2:36][CH2:35][N:34](C(OC(C)(C)C)=O)[CH2:33][CH2:32]3)[CH:30]=2)[N:16]=1. The catalyst is C(Cl)Cl. The product is [NH:34]1[CH2:33][CH2:32][CH:31]([N:29]2[CH:30]=[C:26]([NH:25][C:17]3[N:16]=[C:15]([CH2:14][CH2:13][C:12]4[CH:44]=[CH:45][CH:46]=[CH:47][C:11]=4[CH2:10][C:9]([NH2:8])=[O:48])[C:20]([C:21]([F:22])([F:24])[F:23])=[CH:19][N:18]=3)[CH:27]=[N:28]2)[CH2:36][CH2:35]1. The yield is 0.720.